The task is: Predict the product of the given reaction.. This data is from Forward reaction prediction with 1.9M reactions from USPTO patents (1976-2016). (1) Given the reactants [CH3:1][C@@:2]([S:26]([CH3:29])(=[O:28])=[O:27])([CH2:13][CH2:14][N:15]1[CH:19]=[C:18]([C:20]2[CH:25]=[CH:24][CH:23]=[CH:22][CH:21]=2)[CH:17]=[N:16]1)[C:3]([NH:5][O:6]C1CCCCO1)=[O:4].Cl, predict the reaction product. The product is: [OH:6][NH:5][C:3](=[O:4])[C@:2]([CH3:1])([S:26]([CH3:29])(=[O:28])=[O:27])[CH2:13][CH2:14][N:15]1[CH:19]=[C:18]([C:20]2[CH:25]=[CH:24][CH:23]=[CH:22][CH:21]=2)[CH:17]=[N:16]1. (2) Given the reactants S(Cl)(Cl)=O.[CH:5]1[C:17]2[CH:16]([CH2:18][O:19][C:20]([NH:22][CH2:23][CH2:24][CH2:25][CH2:26][CH2:27][CH2:28][CH2:29][CH2:30][CH2:31][CH2:32][C:33](O)=[O:34])=[O:21])[C:15]3[C:10](=[CH:11][CH:12]=[CH:13][CH:14]=3)[C:9]=2[CH:8]=[CH:7][CH:6]=1.[C:36]([O:40][C:41](=[O:69])[NH:42][C:43]([C:45]1[S:46][C:47]([S:67][CH3:68])=[C:48]([S:50]([C:53]2[CH:54]=[C:55]([C:59]3[C:64]([CH3:65])=[CH:63][CH:62]=[CH:61][C:60]=3[NH2:66])[CH:56]=[CH:57][CH:58]=2)(=[O:52])=[O:51])[CH:49]=1)=[NH:44])([CH3:39])([CH3:38])[CH3:37].C(N(CC)CC)C, predict the reaction product. The product is: [CH:14]1[C:15]2[CH:16]([CH2:18][O:19][C:20](=[O:21])[NH:22][CH2:23][CH2:24][CH2:25][CH2:26][CH2:27][CH2:28][CH2:29][CH2:30][CH2:31][CH2:32][C:33](=[O:34])[NH:66][C:60]3[CH:61]=[CH:62][CH:63]=[C:64]([CH3:65])[C:59]=3[C:55]3[CH:56]=[CH:57][CH:58]=[C:53]([S:50]([C:48]4[CH:49]=[C:45]([C:43]([NH:42][C:41]([O:40][C:36]([CH3:39])([CH3:38])[CH3:37])=[O:69])=[NH:44])[S:46][C:47]=4[S:67][CH3:68])(=[O:52])=[O:51])[CH:54]=3)[C:17]3[C:9](=[CH:8][CH:7]=[CH:6][CH:5]=3)[C:10]=2[CH:11]=[CH:12][CH:13]=1. (3) Given the reactants [NH2:1][CH:2]([CH2:6][NH:7][C:8]([NH2:10])=[O:9])[C:3]([OH:5])=[O:4].Cl[C:12]([O:14][CH3:15])=[O:13], predict the reaction product. The product is: [NH2:10][C:8]([NH:7][CH2:6][C@@H:2]([C:3]([OH:5])=[O:4])[NH:1][C:12]([O:14][CH3:15])=[O:13])=[O:9]. (4) Given the reactants Br[CH2:2][CH2:3][C:4]1[CH:5]=[C:6]([NH:10][C:11]2[N:16]=[C:15]([NH:17][CH2:18][CH2:19][CH2:20][C:21]3[CH:22]=[C:23]([OH:27])[CH:24]=[CH:25][CH:26]=3)[C:14]([Cl:28])=[CH:13][N:12]=2)[CH:7]=[CH:8][CH:9]=1.[OH-].[Na+].Cl, predict the reaction product. The product is: [Cl:28][C:14]1[CH:13]=[N:12][C:11]2=[N:16][C:15]=1[NH:17][CH2:18][CH2:19][CH2:20][C:21]1[CH:22]=[C:23]([O:27][CH2:2][CH2:3][C:4]3[CH:5]=[C:6]([NH:10]2)[CH:7]=[CH:8][CH:9]=3)[CH:24]=[CH:25][CH:26]=1. (5) Given the reactants Cl.[Br:2][C:3]1[C:4]([C@@H:9]([NH2:19])[CH2:10][C:11]2[CH:16]=[C:15]([F:17])[CH:14]=[C:13]([F:18])[CH:12]=2)=[N:5][CH:6]=[CH:7][CH:8]=1.[OH:20][C:21]1[CH:22]=[C:23]2[C:27](=[CH:28][CH:29]=1)[NH:26][CH:25]=[C:24]2[CH2:30][C:31](O)=[O:32], predict the reaction product. The product is: [Br:2][C:3]1[C:4]([C@@H:9]([NH:19][C:31](=[O:32])[CH2:30][C:24]2[C:23]3[C:27](=[CH:28][CH:29]=[C:21]([OH:20])[CH:22]=3)[NH:26][CH:25]=2)[CH2:10][C:11]2[CH:12]=[C:13]([F:18])[CH:14]=[C:15]([F:17])[CH:16]=2)=[N:5][CH:6]=[CH:7][CH:8]=1. (6) Given the reactants Br[C:2]1[CH:3]=[CH:4][C:5]2[O:9][C:8]([C:10]([O:12]CC)=[O:11])=[CH:7][C:6]=2[CH:15]=1.[C:16]1(B(O)O)[CH:21]=[CH:20][CH:19]=[CH:18][CH:17]=1.C(=O)([O-])[O-].[Na+].[Na+].Cl, predict the reaction product. The product is: [C:16]1([C:2]2[CH:3]=[CH:4][C:5]3[O:9][C:8]([C:10]([OH:12])=[O:11])=[CH:7][C:6]=3[CH:15]=2)[CH:21]=[CH:20][CH:19]=[CH:18][CH:17]=1. (7) Given the reactants [Cl:1][C:2]1[N:7]=[C:6]([CH2:8]O)[C:5]([C:10]([OH:13])([CH3:12])[CH3:11])=[CH:4][CH:3]=1.C([Li])CCC.C1(C)C=CC(S(Cl)(=O)=O)=CC=1, predict the reaction product. The product is: [Cl:1][C:2]1[N:7]=[C:6]2[CH2:8][O:13][C:10]([CH3:11])([CH3:12])[C:5]2=[CH:4][CH:3]=1. (8) Given the reactants Br[C:2]1[CH:3]=[C:4]([CH:32]=[CH:33][CH:34]=1)[O:5][C:6]1[CH:11]=[CH:10][C:9]([C:12]2[N:16]([CH:17]3[CH2:22][CH2:21][CH2:20][CH2:19][CH2:18]3)[C:15]3[CH:23]=[CH:24][C:25]([C:27]([O:29][CH2:30][CH3:31])=[O:28])=[CH:26][C:14]=3[N:13]=2)=[CH:8][CH:7]=1.[Cl:35][C:36]1[CH:37]=[C:38](B(O)O)[CH:39]=[CH:40][CH:41]=1, predict the reaction product. The product is: [Cl:35][C:36]1[CH:41]=[C:40]([C:2]2[CH:3]=[C:4]([CH:32]=[CH:33][CH:34]=2)[O:5][C:6]2[CH:11]=[CH:10][C:9]([C:12]3[N:16]([CH:17]4[CH2:18][CH2:19][CH2:20][CH2:21][CH2:22]4)[C:15]4[CH:23]=[CH:24][C:25]([C:27]([O:29][CH2:30][CH3:31])=[O:28])=[CH:26][C:14]=4[N:13]=3)=[CH:8][CH:7]=2)[CH:39]=[CH:38][CH:37]=1.